From a dataset of Catalyst prediction with 721,799 reactions and 888 catalyst types from USPTO. Predict which catalyst facilitates the given reaction. Reactant: [N:1]([C@@H:4]([C@@H:19]([C:27]1[CH:32]=[CH:31][CH:30]=[C:29]([F:33])[CH:28]=1)[C:20]1[CH:25]=[CH:24][C:23]([F:26])=[CH:22][CH:21]=1)[C:5](N1[C@@H](C2C=CC=CC=2)COC1=O)=[O:6])=[N+:2]=[N-:3].OO.[Li+].[OH-].S([O-])([O-])=[O:39].[Na+].[Na+].C([O-])(O)=O.[Na+]. Product: [N:1]([C@@H:4]([C@@H:19]([C:27]1[CH:32]=[CH:31][CH:30]=[C:29]([F:33])[CH:28]=1)[C:20]1[CH:21]=[CH:22][C:23]([F:26])=[CH:24][CH:25]=1)[C:5]([OH:6])=[O:39])=[N+:2]=[N-:3]. The catalyst class is: 20.